From a dataset of Full USPTO retrosynthesis dataset with 1.9M reactions from patents (1976-2016). Predict the reactants needed to synthesize the given product. (1) Given the product [C:1]([O:5][C:6](=[O:14])[NH:7][CH:8]1[CH2:13][CH2:12][N:11]([CH:22]2[CH2:21][C:20]3[C:19]4[C:28](=[CH:29][CH:30]=[C:17]([O:16][CH3:15])[CH:18]=4)[N:27]=[CH:26][C:25]=3[O:24][CH2:23]2)[CH2:10][CH2:9]1)([CH3:4])([CH3:2])[CH3:3], predict the reactants needed to synthesize it. The reactants are: [C:1]([O:5][C:6](=[O:14])[NH:7][CH:8]1[CH2:13][CH2:12][NH:11][CH2:10][CH2:9]1)([CH3:4])([CH3:3])[CH3:2].[CH3:15][O:16][C:17]1[CH:18]=[C:19]2[C:28](=[CH:29][CH:30]=1)[N:27]=[CH:26][C:25]1[O:24][CH2:23][C:22](=O)[CH2:21][C:20]2=1.C(O)(=O)C.C([BH3-])#N.[Na+]. (2) Given the product [CH3:1][C@H:2]1[CH2:7][O:6][CH2:5][CH2:4][N:3]1[C:8]1[CH:13]=[C:12]([CH2:14][S:15]([CH3:18])(=[O:16])=[O:17])[N:11]=[C:10]([N:19]2[CH2:20][CH2:21][CH:22]([NH2:25])[CH2:23][CH2:24]2)[N:9]=1, predict the reactants needed to synthesize it. The reactants are: [CH3:1][C@H:2]1[CH2:7][O:6][CH2:5][CH2:4][N:3]1[C:8]1[CH:13]=[C:12]([CH2:14][S:15]([CH3:18])(=[O:17])=[O:16])[N:11]=[C:10]([N:19]2[CH2:24][CH2:23][CH:22]([NH:25]C(=O)OC(C)(C)C)[CH2:21][CH2:20]2)[N:9]=1.Cl.C(=O)(O)[O-].[Na+]. (3) Given the product [N:1]1[C:10]2[C:5](=[CH:6][CH:7]=[CH:8][CH:9]=2)[CH:4]=[CH:3][C:2]=1[N:11]1[CH2:12][CH:13]([O:15][C:19]2[C:24]([N:25]3[CH2:26][CH2:27][O:28][CH2:29][CH2:30]3)=[CH:23][CH:22]=[CH:21][N:20]=2)[CH2:14]1, predict the reactants needed to synthesize it. The reactants are: [N:1]1[C:10]2[C:5](=[CH:6][CH:7]=[CH:8][CH:9]=2)[CH:4]=[CH:3][C:2]=1[N:11]1[CH2:14][CH:13]([OH:15])[CH2:12]1.[H-].[Na+].F[C:19]1[C:24]([N:25]2[CH2:30][CH2:29][O:28][CH2:27][CH2:26]2)=[CH:23][CH:22]=[CH:21][N:20]=1. (4) Given the product [C:1]([C:5]1[CH:6]=[CH:7][C:8]([NH:11][C:12](=[O:21])[NH:13][CH2:14][CH2:15][C:16]([OH:18])=[O:17])=[CH:9][CH:10]=1)([CH3:4])([CH3:2])[CH3:3], predict the reactants needed to synthesize it. The reactants are: [C:1]([C:5]1[CH:10]=[CH:9][C:8]([NH:11][C:12](=[O:21])[NH:13][CH2:14][CH2:15][C:16]([O:18]CC)=[O:17])=[CH:7][CH:6]=1)([CH3:4])([CH3:3])[CH3:2].[OH-].[Na+].Cl. (5) Given the product [CH:24]1[C:23]2[CH:22]([CH2:21][O:20][C:18]([NH:35][CH2:36][CH2:2][C:3]([O:5][C:6]3[C:11]([F:12])=[C:10]([F:13])[CH:9]=[C:8]([F:14])[C:7]=3[F:15])=[O:4])=[O:19])[C:34]3[C:29](=[CH:30][CH:31]=[CH:32][CH:33]=3)[C:28]=2[CH:27]=[CH:26][CH:25]=1, predict the reactants needed to synthesize it. The reactants are: F[C:2](F)(F)[C:3]([O:5][C:6]1[C:11]([F:12])=[C:10]([F:13])[CH:9]=[C:8]([F:14])[C:7]=1[F:15])=[O:4].[C:18]([NH:35][C@H:36](C(O)=O)C)([O:20][CH2:21][CH:22]1[C:34]2[C:29](=[CH:30][CH:31]=[CH:32][CH:33]=2)[C:28]2[C:23]1=[CH:24][CH:25]=[CH:26][CH:27]=2)=[O:19].C(N(CC)CC)C. (6) Given the product [C@@H:19]12[CH2:25][C@@H:22]([CH2:23][CH2:24]1)[CH2:21][CH:20]2[O:1][C:2]1[CH:3]=[C:4]2[C:9](=[CH:10][CH:11]=1)[CH:8]=[C:7]([C@:12]1([CH3:18])[CH2:16][O:15][C:14](=[O:17])[NH:13]1)[CH:6]=[CH:5]2, predict the reactants needed to synthesize it. The reactants are: [OH:1][C:2]1[CH:3]=[C:4]2[C:9](=[CH:10][CH:11]=1)[CH:8]=[C:7]([C@:12]1([CH3:18])[CH2:16][O:15][C:14](=[O:17])[NH:13]1)[CH:6]=[CH:5]2.[C@@H:19]12[CH2:25][C@@H:22]([CH2:23][CH2:24]1)[CH2:21][CH:20]2O.C1(P(C2C=CC=CC=2)C2C=CC=CC=2)C=CC=CC=1.N(C(OC(C)C)=O)=NC(OC(C)C)=O. (7) The reactants are: ClC1C=CC([C:8]2([C:11]([C:13]3([C:16]4[CH:21]=[CH:20][C:19]([Cl:22])=[CH:18][CH:17]=4)CC3)=O)[CH2:10]C2)=CC=1.[NH2:23][CH2:24][C:25]1[CH:30]=[CH:29][CH:28]=[CH:27][N:26]=1. Given the product [CH:11]1([CH:13]([C:16]2[CH:17]=[CH:18][C:19]([Cl:22])=[CH:20][CH:21]=2)[NH:23][CH2:24][C:25]2[CH:30]=[CH:29][CH:28]=[CH:27][N:26]=2)[CH2:8][CH2:10]1, predict the reactants needed to synthesize it. (8) Given the product [CH3:25][C:26]1[S:30][C:29]([C:31]([NH:1][C:2]2[CH:7]=[CH:6][C:5]([N:8]3[C:14](=[O:15])[CH2:13][C:12](=[O:16])[NH:11][C:10]4[C:17]5[C:22]([CH:23]=[CH:24][C:9]3=4)=[CH:21][CH:20]=[CH:19][CH:18]=5)=[CH:4][CH:3]=2)=[O:32])=[CH:28][CH:27]=1, predict the reactants needed to synthesize it. The reactants are: [NH2:1][C:2]1[CH:7]=[CH:6][C:5]([N:8]2[C:14](=[O:15])[CH2:13][C:12](=[O:16])[NH:11][C:10]3[C:17]4[C:22]([CH:23]=[CH:24][C:9]2=3)=[CH:21][CH:20]=[CH:19][CH:18]=4)=[CH:4][CH:3]=1.[CH3:25][C:26]1[S:30][C:29]([C:31](O)=[O:32])=[CH:28][CH:27]=1.F[P-](F)(F)(F)(F)F.N1(OC(N(C)C)=[N+](C)C)C2C=CC=CC=2N=N1.C(N(CC)CC)C.